Predict the product of the given reaction. From a dataset of Forward reaction prediction with 1.9M reactions from USPTO patents (1976-2016). Given the reactants C[O:2][C:3](=[O:17])[C:4]1[CH:9]=[CH:8][C:7](/[CH:10]=[CH:11]/[C:12]([CH3:15])([CH3:14])[CH3:13])=[CH:6][C:5]=1[CH3:16].[OH-].[Li+].O.Cl, predict the reaction product. The product is: [CH3:13][C:12]([CH3:15])([CH3:14])/[CH:11]=[CH:10]/[C:7]1[CH:8]=[CH:9][C:4]([C:3]([OH:17])=[O:2])=[C:5]([CH3:16])[CH:6]=1.